This data is from Full USPTO retrosynthesis dataset with 1.9M reactions from patents (1976-2016). The task is: Predict the reactants needed to synthesize the given product. (1) Given the product [NH2:4][CH2:3][CH:2]([CH3:1])[C:12]([NH:14][C:15]1[CH:20]=[CH:19][C:18]([N+:21]([O-:23])=[O:22])=[C:17]([C:24]([F:25])([F:26])[F:27])[CH:16]=1)=[O:13], predict the reactants needed to synthesize it. The reactants are: [CH3:1][CH:2]([C:12]([NH:14][C:15]1[CH:20]=[CH:19][C:18]([N+:21]([O-:23])=[O:22])=[C:17]([C:24]([F:27])([F:26])[F:25])[CH:16]=1)=[O:13])[CH2:3][NH:4]C(=O)OC(C)(C)C.C(O)(C(F)(F)F)=O. (2) The reactants are: [F:1][C:2]1[CH:7]=[CH:6][C:5]([C:8]2[C:9]([C:21]3[CH:26]=[CH:25][CH:24]=[CH:23][CH:22]=3)=[C:10]([C:18](O)=[O:19])[N:11]([CH:15]([CH3:17])[CH3:16])[C:12]=2[CH:13]=[O:14])=[CH:4][CH:3]=1.[F:27][C:28]1[CH:35]=[CH:34][C:31]([CH2:32][NH2:33])=[CH:30][CH:29]=1.C(N(CC)CC)C. Given the product [F:27][C:28]1[CH:35]=[CH:34][C:31]([CH2:32][NH:33][C:18]([C:10]2[N:11]([CH:15]([CH3:17])[CH3:16])[C:12]([CH:13]=[O:14])=[C:8]([C:5]3[CH:4]=[CH:3][C:2]([F:1])=[CH:7][CH:6]=3)[C:9]=2[C:21]2[CH:22]=[CH:23][CH:24]=[CH:25][CH:26]=2)=[O:19])=[CH:30][CH:29]=1, predict the reactants needed to synthesize it. (3) Given the product [N:26]1[CH:27]=[CH:28][CH:29]=[N:30][C:11]=1[C:8]1[N:7]=[C:6]([CH2:5][NH:4][CH:1]([CH3:2])[CH3:3])[O:10][N:9]=1, predict the reactants needed to synthesize it. The reactants are: [CH:1]([NH:4][CH2:5][C:6]1[O:10][N:9]=[C:8]([C:11]2C=CC(C)=CC=2)[N:7]=1)([CH3:3])[CH3:2].ClCC1ON=C(C2[N:30]=[CH:29][CH:28]=[CH:27][N:26]=2)N=1.C(N)(C)C.C(=O)([O-])[O-].[K+].[K+].